Dataset: Full USPTO retrosynthesis dataset with 1.9M reactions from patents (1976-2016). Task: Predict the reactants needed to synthesize the given product. (1) Given the product [N:2]12[CH2:9][CH2:8][CH:5]([CH2:6][CH2:7]1)[CH:4]([C:10]([O:12][CH:43]([C:39]1[CH:40]=[CH:41][CH:42]=[C:37]([F:36])[CH:38]=1)[C:45]1[CH:50]=[CH:49][CH:48]=[C:47]([F:51])[CH:46]=1)=[O:11])[CH2:3]2, predict the reactants needed to synthesize it. The reactants are: Cl.[N:2]12[CH2:9][CH2:8][CH:5]([CH2:6][CH2:7]1)[CH:4]([C:10]([OH:12])=[O:11])[CH2:3]2.C(Cl)CCl.C1C=CC2N(O)N=NC=2C=1.CCN(C(C)C)C(C)C.[F:36][C:37]1[CH:38]=[C:39]([CH:43]([C:45]2[CH:50]=[CH:49][CH:48]=[C:47]([F:51])[CH:46]=2)O)[CH:40]=[CH:41][CH:42]=1. (2) Given the product [CH3:24][CH2:23][CH2:22][CH:21]([CH3:34])[CH3:20].[CH:40]1([N:39]([CH2:38][CH:37]([O:46][CH3:47])[O:36][CH3:35])[C:29](=[O:30])[CH2:28][CH2:27][O:26][CH2:25][CH2:24][C:23]2[CH:32]=[CH:33][CH:34]=[C:21]([CH2:20][N:17]3[CH2:18][CH2:19][C:13]4([O:12][CH2:11][CH2:10][N:9]([C:7]([C:5]5[N:6]=[C:2]([CH3:1])[S:3][CH:4]=5)=[O:8])[CH2:14]4)[CH2:15][CH2:16]3)[CH:22]=2)[CH2:45][CH2:44][CH2:43][CH2:42][CH2:41]1, predict the reactants needed to synthesize it. The reactants are: [CH3:1][C:2]1[S:3][CH:4]=[C:5]([C:7]([N:9]2[CH2:14][C:13]3([CH2:19][CH2:18][N:17]([CH2:20][C:21]4[CH:22]=[C:23]([CH:32]=[CH:33][CH:34]=4)[CH2:24][CH2:25][O:26][CH2:27][CH2:28][C:29](O)=[O:30])[CH2:16][CH2:15]3)[O:12][CH2:11][CH2:10]2)=[O:8])[N:6]=1.[CH3:35][O:36][CH:37]([O:46][CH3:47])[CH2:38][NH:39][CH:40]1[CH2:45][CH2:44][CH2:43][CH2:42][CH2:41]1.C(N(CC)CC)C.C(P1(=O)OP(CCC)(=O)OP(CCC)(=O)O1)CC. (3) Given the product [Br:19][C:20]1[CH:21]=[N:22][C:23]([O:29][CH3:30])=[C:24]([CH:28]=1)[C:25]([NH:39][CH2:38][C:35]1[CH:36]=[CH:37][C:32]([F:31])=[CH:33][CH:34]=1)=[O:27], predict the reactants needed to synthesize it. The reactants are: C(P1(=O)OP(CCC)(=O)OP(CCC)(=O)O1)CC.[Br:19][C:20]1[CH:21]=[N:22][C:23]([O:29][CH3:30])=[C:24]([CH:28]=1)[C:25]([OH:27])=O.[F:31][C:32]1[CH:37]=[CH:36][C:35]([CH2:38][NH2:39])=[CH:34][CH:33]=1.CCN(CC)CC. (4) The reactants are: [Cl:1][C:2]1[CH:8]=[C:7]([Cl:9])[C:6]([O:10][CH3:11])=[CH:5][C:3]=1[NH2:4].[H-].[Na+].Cl[C:15]1[C:20]([C:21]#[N:22])=[CH:19][N:18]=[C:17]2[CH:23]=[C:24]([C:26]3[CH:31]=[CH:30][CH:29]=[CH:28][CH:27]=3)[S:25][C:16]=12. Given the product [Cl:1][C:2]1[CH:8]=[C:7]([Cl:9])[C:6]([O:10][CH3:11])=[CH:5][C:3]=1[NH:4][C:15]1[C:20]([C:21]#[N:22])=[CH:19][N:18]=[C:17]2[CH:23]=[C:24]([C:26]3[CH:27]=[CH:28][CH:29]=[CH:30][CH:31]=3)[S:25][C:16]=12, predict the reactants needed to synthesize it. (5) The reactants are: [Br:1][C:2]1[CH:10]=[C:9](Br)[C:8]2[N:7]([CH3:12])[CH2:6][C@@H:5]3[CH2:13][N:14]([C:17]([O:19][C:20]([CH3:23])([CH3:22])[CH3:21])=[O:18])[CH2:15][CH2:16][C:3]=1[C:4]=23.[CH2:24]1COCC1.C([Li])(C)(C)C.CCCCCC.CI. Given the product [Br:1][C:2]1[CH:10]=[C:9]([CH3:24])[C:8]2[N:7]([CH3:12])[CH2:6][C@@H:5]3[CH2:13][N:14]([C:17]([O:19][C:20]([CH3:23])([CH3:22])[CH3:21])=[O:18])[CH2:15][CH2:16][C:3]=1[C:4]=23, predict the reactants needed to synthesize it. (6) Given the product [CH3:1][O:2][C:3]1[CH:4]=[C:5]2[C:10](=[CH:11][C:12]=1[O:13][CH3:14])[N:9]=[CH:8][CH:7]=[C:6]2[O:15][C:16]1[CH:21]=[CH:20][C:19]([NH:22][C:36]([C:28]2[C:27](=[O:39])[N:26]([C:40]3[CH:41]=[CH:42][CH:43]=[CH:44][CH:45]=3)[N:25]([CH3:24])[C:29]=2[C:30]2[CH:35]=[CH:34][N:33]=[CH:32][CH:31]=2)=[O:37])=[CH:18][C:17]=1[F:23], predict the reactants needed to synthesize it. The reactants are: [CH3:1][O:2][C:3]1[CH:4]=[C:5]2[C:10](=[CH:11][C:12]=1[O:13][CH3:14])[N:9]=[CH:8][CH:7]=[C:6]2[O:15][C:16]1[CH:21]=[CH:20][C:19]([NH2:22])=[CH:18][C:17]=1[F:23].[CH3:24][N:25]1[C:29]([C:30]2[CH:35]=[CH:34][N:33]=[CH:32][CH:31]=2)=[C:28]([C:36](O)=[O:37])[C:27](=[O:39])[N:26]1[C:40]1[CH:45]=[CH:44][CH:43]=[CH:42][CH:41]=1.CN(C(ON1N=NC2C=CC=NC1=2)=[N+](C)C)C.F[P-](F)(F)(F)(F)F.